From a dataset of CYP2C9 inhibition data for predicting drug metabolism from PubChem BioAssay. Regression/Classification. Given a drug SMILES string, predict its absorption, distribution, metabolism, or excretion properties. Task type varies by dataset: regression for continuous measurements (e.g., permeability, clearance, half-life) or binary classification for categorical outcomes (e.g., BBB penetration, CYP inhibition). Dataset: cyp2c9_veith. The drug is CN(C)CN1CSC(=S)N(CN(C)C)C1. The result is 1 (inhibitor).